Binary Classification. Given a miRNA mature sequence and a target amino acid sequence, predict their likelihood of interaction. From a dataset of Experimentally validated miRNA-target interactions with 360,000+ pairs, plus equal number of negative samples. (1) The miRNA is hsa-miR-1303 with sequence UUUAGAGACGGGGUCUUGCUCU. The protein sequence of the target gene is MSSRIARALALVVTLLHLTRLALSTCPAACHCPLEAPKCAPGVGLVRDGCGCCKVCAKQLNEDCSKTQPCDHTKGLECNFGASSTALKGICRAQSEGRPCEYNSRIYQNGESFQPNCKHQCTCIDGAVGCIPLCPQELSLPNLGCPNPRLVKVTGQCCEEWVCDEDSIKDPMEDQDGLLGKELGFDASEVELTRNNELIAVGKGSSLKRLPVFGMEPRILYNPLQGQKCIVQTTSWSQCSKTCGTGISTRVTNDNPECRLVKETRICEVRPCGQPVYSSLKKGKKCSKTKKSPEPVRFTY.... Result: 1 (interaction). (2) The miRNA is hsa-miR-202-3p with sequence AGAGGUAUAGGGCAUGGGAA. The protein sequence of the target gene is MTEWETAAPAVAETPDIKLFGKWSTDDVQINDISLQDYIAVKEKYAKYLPHSAGRYAAKRFRKAQCPIVERLTNSMMMHGRNNGKKLMTVRIVKHAFEIIHLLTGENPLQVLVNAIINSGPREDSTRIGRAGTVRRQAVDVSPLRRVNQAIWLLCTGAREAAFRNIKTIAECLADELINAAKGSSNSYAIKKKDELERVAKSNR. Result: 0 (no interaction). (3) The protein sequence of the target gene is MKAVRNLLIYIFSTYLLVMFGFNAAQDFWCSTLVKGVIYGSYSVSEMFPKNFTNCTWTLENPDPTKYSIYLKFSKKDLSCSNFSLLAYQFDHFSHEKIKDLLRKNHSIMQLCNSKNAFVFLQYDKNFIQIRRVFPTNFPGLQKKGEEDQKSFFEFLVLNKVSPSQFGCHVLCTWLESCLKSENGRTESCGIMYTKCTCPQHLGEWGIDDQSLILLNNVVLPLNEQTEGCLTQELQTTQVCNLTREAKRPPKEEFGMMGDHTIKSQRPRSVHEKRVPQEQADAAKFMAQTGESGVEEWSQW.... The miRNA is hsa-miR-6514-5p with sequence UAUGGAGUGGACUUUCAGCUGGC. Result: 0 (no interaction). (4) The miRNA is mmu-miR-425-5p with sequence AAUGACACGAUCACUCCCGUUGA. The protein sequence of the target gene is MVKLNSNPGEKGAKPPSVEDGFQTVPLITPLEVNHLQLAAPEKVIVKTRTEYQPEQRNKGKFRVPKIAEFTVTILVSLALAFLACIVFLVVYKAFTYDHSCPEGFVYKHKRCIPASLDAYYSSQDPSSRSRFYTVISHYSVAKQSTARAIGPWLSAAAVIHEPKPPKTQGH. Result: 1 (interaction). (5) The protein sequence of the target gene is MPEEAGFPPAKRFRPGSGPPSRAGSFPPGRQVVMLLTAGSGGRGGGGGRRQQPPLAQPSASPYPEAVELQRRSLPIFQARGQLLAQLRNLDNAVLIGETGSGKTTQIPQYLYEGGISRQGIIAVTQPRRVAAISLATRVSDEKRTELGKLVGYTVRFDDVTSEDTRIKFLTDGMLLREAISDSLLRKYSCVILDEAHERTIHTDVLFGVVKAAQKRRKELGKLPLKVIVMSATMDVDLFSQYFNGAPVLYLEGRQHPIQVFYTKQPQNDYLHAALVSVFQIHQEAPSSQDILVFLTGQEE.... Result: 1 (interaction). The miRNA is hsa-let-7b-5p with sequence UGAGGUAGUAGGUUGUGUGGUU.